Predict the reactants needed to synthesize the given product. From a dataset of Full USPTO retrosynthesis dataset with 1.9M reactions from patents (1976-2016). (1) Given the product [CH3:26][S:27]([O:13][CH2:12][C:9]1[CH:10]=[N:11][C:6]([O:5][C:4]2[CH:15]=[CH:16][C:17]([F:18])=[C:2]([F:1])[CH:3]=2)=[C:7]([F:14])[CH:8]=1)(=[O:29])=[O:28], predict the reactants needed to synthesize it. The reactants are: [F:1][C:2]1[CH:3]=[C:4]([CH:15]=[CH:16][C:17]=1[F:18])[O:5][C:6]1[N:11]=[CH:10][C:9]([CH2:12][OH:13])=[CH:8][C:7]=1[F:14].C(N(CC)CC)C.[CH3:26][S:27](Cl)(=[O:29])=[O:28].O. (2) Given the product [C:1]([O:5][C:6]([N:8]1[CH2:13][CH2:12][CH:11]([N:14]([CH:25]2[CH2:30][CH2:29][CH:28]([CH3:31])[CH2:27][CH2:26]2)[C:15]([NH:17][C:18]2[S:19][C:20]([CH2:23][N:41]3[CH2:42][CH2:43][N:38]([S:35](=[O:36])(=[O:37])[N:34]([CH3:33])[CH3:44])[CH2:39][CH2:40]3)=[CH:21][N:22]=2)=[O:16])[CH2:10][CH2:9]1)=[O:7])([CH3:2])([CH3:3])[CH3:4], predict the reactants needed to synthesize it. The reactants are: [C:1]([O:5][C:6]([N:8]1[CH2:13][CH2:12][CH:11]([N:14]([CH:25]2[CH2:30][CH2:29][CH:28]([CH3:31])[CH2:27][CH2:26]2)[C:15]([NH:17][C:18]2[S:19][C:20]([CH:23]=O)=[CH:21][N:22]=2)=[O:16])[CH2:10][CH2:9]1)=[O:7])([CH3:4])([CH3:3])[CH3:2].Cl.[CH3:33][N:34]([CH3:44])[S:35]([N:38]1[CH2:43][CH2:42][NH:41][CH2:40][CH2:39]1)(=[O:37])=[O:36].C(N(CC)CC)C.C(O[BH-](OC(=O)C)OC(=O)C)(=O)C.[Na+]. (3) Given the product [F:19][C:20]1[CH:25]=[CH:24][CH:23]=[C:22]([F:26])[C:21]=1[C:27]1[N:32]=[C:31]([C:33]([NH:1][C:2]2[CH:3]=[N:4][CH:5]=[CH:6][C:7]=2[C@@H:8]2[CH2:13][C@H:12]([CH3:14])[C@@:11]([CH2:16][CH3:17])([OH:15])[C@H:10]([OH:18])[CH2:9]2)=[O:34])[CH:30]=[CH:29][C:28]=1[F:36], predict the reactants needed to synthesize it. The reactants are: [NH2:1][C:2]1[CH:3]=[N:4][CH:5]=[CH:6][C:7]=1[C@@H:8]1[CH2:13][C@H:12]([CH3:14])[C@@:11]([CH2:16][CH3:17])([OH:15])[C@H:10]([OH:18])[CH2:9]1.[F:19][C:20]1[CH:25]=[CH:24][CH:23]=[C:22]([F:26])[C:21]=1[C:27]1[N:32]=[C:31]([C:33](O)=[O:34])[CH:30]=[CH:29][C:28]=1[F:36].ON1C2N=CC=CC=2N=N1.C(Cl)CCl. (4) The reactants are: [Cl:1][C:2]1[CH:7]=[CH:6][C:5]([C:8]2[C:9]([O:17][C@@H:18]([CH3:23])[C:19]([F:22])([F:21])[F:20])=[N:10][CH:11]=[C:12]([CH:16]=2)C(O)=O)=[CH:4][CH:3]=1.C1C=CC(P(N=[N+]=[N-])(C2C=CC=CC=2)=[O:31])=CC=1.C([N:43]([CH2:46]C)CC)C.[C:48]([OH:52])([CH3:51])([CH3:50])[CH3:49]. Given the product [C:48]([O:52][C:46](=[O:31])[NH:43][C:12]1[CH:11]=[N:10][C:9]([O:17][C@@H:18]([CH3:23])[C:19]([F:22])([F:21])[F:20])=[C:8]([C:5]2[CH:6]=[CH:7][C:2]([Cl:1])=[CH:3][CH:4]=2)[CH:16]=1)([CH3:51])([CH3:50])[CH3:49], predict the reactants needed to synthesize it. (5) Given the product [NH2:3][C:4]1[CH:5]=[C:6]([CH:9]=[C:10]([NH:12][C:13]2[N:22]=[C:21]([N:23]3[CH2:27][CH2:26][C@H:25]([NH2:28])[CH2:24]3)[C:20]3[C:15](=[CH:16][CH:17]=[CH:18][CH:19]=3)[N:14]=2)[CH:11]=1)[C:7]#[N:8], predict the reactants needed to synthesize it. The reactants are: Cl.Cl.[NH2:3][C:4]1[CH:5]=[C:6]([CH:9]=[C:10]([NH:12][C:13]2[N:22]=[C:21]([N:23]3[CH2:27][CH2:26][C@H:25]([NH2:28])[CH2:24]3)[C:20]3[C:15](=[CH:16][CH:17]=[CH:18][CH:19]=3)[N:14]=2)[CH:11]=1)[C:7]#[N:8]. (6) Given the product [CH3:1][C@@H:2]1[CH2:7][CH2:6][C@H:5]([CH2:8][O:9][C:10]2[CH:15]=[CH:14][C:13]([C:16]([F:18])([F:17])[F:19])=[CH:12][CH:11]=2)[CH2:4][NH:3]1, predict the reactants needed to synthesize it. The reactants are: [CH3:1][C@@H:2]1[CH2:7][CH2:6][C@H:5]([CH2:8][O:9][C:10]2[CH:15]=[CH:14][C:13]([C:16]([F:19])([F:18])[F:17])=[CH:12][CH:11]=2)[CH2:4][N:3]1C(OC(C)(C)C)=O.Cl.CCOCC. (7) Given the product [CH3:35][N:2]([CH3:1])[CH2:3][CH2:4][CH2:5][NH+:6]([O-:38])[S:7]([CH2:10][CH2:11][CH:12]([CH2:13][C:14]([F:23])([C:19]([F:20])([F:21])[F:22])[C:15]([F:16])([F:17])[F:18])[CH2:24][C:25]([F:34])([C:26]([F:29])([F:27])[F:28])[C:30]([F:31])([F:32])[F:33])(=[O:9])=[O:8], predict the reactants needed to synthesize it. The reactants are: [CH3:1][N:2]([CH3:35])[CH2:3][CH2:4][CH2:5][NH:6][S:7]([CH2:10][CH2:11][CH:12]([CH2:24][C:25]([F:34])([C:30]([F:33])([F:32])[F:31])[C:26]([F:29])([F:28])[F:27])[CH2:13][C:14]([F:23])([C:19]([F:22])([F:21])[F:20])[C:15]([F:18])([F:17])[F:16])(=[O:9])=[O:8].C([OH:38])C.OO. (8) Given the product [Cl:1][C:2]1[N:3]=[CH:4][C:5]2[N:17]=[N:18][N:8]([C:9]3[CH:10]=[CH:11][C:12]([O:15][CH3:16])=[CH:13][CH:14]=3)[C:6]=2[N:7]=1, predict the reactants needed to synthesize it. The reactants are: [Cl:1][C:2]1[N:7]=[C:6]([NH:8][C:9]2[CH:14]=[CH:13][C:12]([O:15][CH3:16])=[CH:11][CH:10]=2)[C:5]([NH2:17])=[CH:4][N:3]=1.[N:18](OCCCC)=O. (9) Given the product [OH:41][CH2:40][CH2:39][CH2:38][CH2:37][CH2:36][CH2:35][O:34][C:32]([C:31]1[C:30](=[O:42])[O:43][C:24]2[C:19]([CH:29]=1)=[CH:20][CH:21]=[C:22]([N:55]([CH2:60][CH3:59])[CH2:56][CH3:57])[CH:23]=2)=[O:33], predict the reactants needed to synthesize it. The reactants are: CC1(C)OC(=O)CC(=O)O1.C(O)CCCCCO.[C:19]1([CH3:29])[CH:24]=[CH:23][C:22](S(O)(=O)=O)=[CH:21][CH:20]=1.[C:30]([O:43]CCCCCCO)(=[O:42])[CH2:31][C:32]([O:34][CH2:35][CH2:36][CH2:37][CH2:38][CH2:39][CH2:40][OH:41])=[O:33].C(O)(=O)C.[NH:55]1[CH2:60][CH2:59]C[CH2:57][CH2:56]1. (10) Given the product [CH3:1][N:2]([CH2:13][C:14]1[N:18]([CH2:19][CH2:20][CH2:21][NH:22][CH2:23][CH:34]([CH3:35])[CH3:33])[C:17]2[CH:28]=[CH:29][CH:30]=[CH:31][C:16]=2[N:15]=1)[C@@H:3]1[C:12]2[N:11]=[CH:10][CH:9]=[CH:8][C:7]=2[CH2:6][CH2:5][CH2:4]1, predict the reactants needed to synthesize it. The reactants are: [CH3:1][N:2]([CH2:13][C:14]1[N:18]([CH2:19][CH2:20][CH2:21][NH:22][CH2:23]CC(C)C)[C:17]2[CH:28]=[CH:29][CH:30]=[CH:31][C:16]=2[N:15]=1)[CH:3]1[C:12]2[N:11]=[CH:10][CH:9]=[CH:8][C:7]=2[CH2:6][CH2:5][CH2:4]1.N[CH2:33][CH2:34][CH2:35]N1C2C=CC=CC=2N=C1CN(C)[C@@H]1C2N=CC=CC=2CCC1.C(=O)C(C)C.